From a dataset of Full USPTO retrosynthesis dataset with 1.9M reactions from patents (1976-2016). Predict the reactants needed to synthesize the given product. (1) Given the product [CH:11]([C:13]1[CH:14]=[C:15]([C:2]2[CH:10]=[CH:9][C:5]([C:6]([NH2:8])=[O:7])=[CH:4][CH:3]=2)[CH:16]=[CH:17][C:18]=1[O:19][CH3:20])=[O:12], predict the reactants needed to synthesize it. The reactants are: Br[C:2]1[CH:10]=[CH:9][C:5]([C:6]([NH2:8])=[O:7])=[CH:4][CH:3]=1.[CH:11]([C:13]1[CH:14]=[C:15](B(O)O)[CH:16]=[CH:17][C:18]=1[O:19][CH3:20])=[O:12]. (2) Given the product [O:34]=[S:12]1(=[O:11])[C:17]2[CH:18]=[C:19]([O:22][C:23]3[CH:24]=[C:25]([CH:26]=[CH:27][CH:28]=3)[CH2:29][NH:30][S:2]([CH3:1])(=[O:4])=[O:3])[CH:20]=[CH:21][C:16]=2[N:15]2[CH2:31][CH2:32][CH2:33][CH:14]2[NH:13]1, predict the reactants needed to synthesize it. The reactants are: [CH3:1][S:2](O[S:2]([CH3:1])(=[O:4])=[O:3])(=[O:4])=[O:3].Cl.[O:11]=[S:12]1(=[O:34])[C:17]2[CH:18]=[C:19]([O:22][C:23]3[CH:24]=[C:25]([CH2:29][NH2:30])[CH:26]=[CH:27][CH:28]=3)[CH:20]=[CH:21][C:16]=2[N:15]2[CH2:31][CH2:32][CH2:33][CH:14]2[NH:13]1.CCN(CC)CC. (3) Given the product [CH:1]1[C:13]2[NH:12][C:11]3[C:6](=[CH:7][CH:8]=[CH:9][CH:10]=3)[C:5]=2[C:4]([O:14][CH2:15][CH:16]([OH:24])[CH2:17][N:18]2[CH2:23][CH2:22][N:21]([S:42]([C:38]3[CH:39]=[CH:40][CH:41]=[C:36]([C:35]([F:34])([F:46])[F:47])[CH:37]=3)(=[O:44])=[O:43])[CH2:20][CH2:19]2)=[CH:3][CH:2]=1, predict the reactants needed to synthesize it. The reactants are: [CH:1]1[C:13]2[NH:12][C:11]3[C:6](=[CH:7][CH:8]=[CH:9][CH:10]=3)[C:5]=2[C:4]([O:14][CH2:15][CH:16]([OH:24])[CH2:17][N:18]2[CH2:23][CH2:22][NH:21][CH2:20][CH2:19]2)=[CH:3][CH:2]=1.CCN(C(C)C)C(C)C.[F:34][C:35]([F:47])([F:46])[C:36]1[CH:37]=[C:38]([S:42](Cl)(=[O:44])=[O:43])[CH:39]=[CH:40][CH:41]=1. (4) Given the product [Cl:18][C:15]1[N:14]([CH2:19][C:20]2[CH:25]=[CH:24][CH:23]=[C:22]([F:26])[CH:21]=2)[C:9]2=[C:10]([C:12]#[N:13])[N:11]=[C:6]([C:4]([NH:28][CH2:29][C:30]([OH:32])=[O:31])=[O:5])[C:7]([OH:27])=[C:8]2[C:16]=1[Cl:17], predict the reactants needed to synthesize it. The reactants are: C(O[C:4]([C:6]1[C:7]([OH:27])=[C:8]2[C:16]([Cl:17])=[C:15]([Cl:18])[N:14]([CH2:19][C:20]3[CH:25]=[CH:24][CH:23]=[C:22]([F:26])[CH:21]=3)[C:9]2=[C:10]([C:12]#[N:13])[N:11]=1)=[O:5])C.[NH2:28][CH2:29][C:30]([OH:32])=[O:31].C[O-].[Na+].CO. (5) Given the product [OH:20][C:19]([C:21]1([O:33][C@@H:32]([C@@H:34]([C@@H:36]([CH2:38][OH:39])[OH:37])[OH:35])[C@H:26]([NH:27][C:28]([CH2:30][OH:31])=[O:29])[C@@H:24]([OH:25])[CH2:23]1)[OH:22])=[O:18], predict the reactants needed to synthesize it. The reactants are: O.OC(CCCC[C@H]1[C@@H]2[C@@H](NC(N2)=O)CS1)=O.[OH:18][C:19]([C@@:21]1([O:33][C@@H:32]([C@@H:34]([C@@H:36]([CH2:38][OH:39])[OH:37])[OH:35])[C@H:26]([NH:27][C:28]([CH2:30][OH:31])=[O:29])[C@@H:24]([OH:25])[CH2:23]1)[OH:22])=[O:20]. (6) Given the product [Cl:1][C:2]1[CH:3]=[C:4]([F:18])[C:5]([O:15][CH2:16][CH3:17])=[C:6]2[C:10]=1[NH:9][CH:8]=[C:7]2[CH2:11][C:12]([O:14][CH3:23])=[O:13], predict the reactants needed to synthesize it. The reactants are: [Cl:1][C:2]1[CH:3]=[C:4]([F:18])[C:5]([O:15][CH2:16][CH3:17])=[C:6]2[C:10]=1[NH:9][CH:8]=[C:7]2[CH2:11][C:12]([OH:14])=[O:13].O=S(Cl)Cl.[CH3:23]O. (7) Given the product [F:1][C:2]1[CH:3]=[CH:4][C:5]([N:8]2[C:11](=[O:12])[C@H:10]([S:13][CH2:14][CH:15]([C:17]3[CH:18]=[CH:19][C:20]([F:23])=[CH:21][CH:22]=3)[OH:16])[C@H:9]2[C:24]2[CH:44]=[CH:43][C:27]([O:28][CH2:29][C:30]([NH:32][C@H:33]([C:37]3[CH:42]=[CH:41][CH:40]=[CH:39][CH:38]=3)[C:34]([NH:45][C@@H:46]([C:54]3[CH:55]=[CH:56][CH:57]=[CH:58][CH:59]=3)[C:47]([OH:49])=[O:48])=[O:35])=[O:31])=[CH:26][CH:25]=2)=[CH:6][CH:7]=1, predict the reactants needed to synthesize it. The reactants are: [F:1][C:2]1[CH:7]=[CH:6][C:5]([N:8]2[C:11](=[O:12])[C@H:10]([S:13][CH2:14][C:15]([C:17]3[CH:22]=[CH:21][C:20]([F:23])=[CH:19][CH:18]=3)=[O:16])[C@H:9]2[C:24]2[CH:44]=[CH:43][C:27]([O:28][CH2:29][C:30]([NH:32][C@H:33]([C:37]3[CH:42]=[CH:41][CH:40]=[CH:39][CH:38]=3)[C:34](O)=[O:35])=[O:31])=[CH:26][CH:25]=2)=[CH:4][CH:3]=1.[NH2:45][C@@H:46]([C:54]1[CH:59]=[CH:58][CH:57]=[CH:56][CH:55]=1)[C:47]([O:49]C(C)(C)C)=[O:48].CN(C(ON1N=NC2C=CC=CC1=2)=[N+](C)C)C.[B-](F)(F)(F)F.